Dataset: Forward reaction prediction with 1.9M reactions from USPTO patents (1976-2016). Task: Predict the product of the given reaction. (1) Given the reactants [C:1]([C:3]1[CH:11]=[CH:10][C:6]([C:7]([OH:9])=O)=[CH:5][CH:4]=1)#[N:2].C1(N=C=NC2CCCCC2)CCCCC1.O.ON1C2C=CC=CC=2N=N1.[N:38]1([CH2:44][CH2:45][CH2:46][O:47][C:48]2[CH:53]=[CH:52][C:51]([N:54]3[CH2:59][CH2:58][NH:57][CH2:56][CH2:55]3)=[C:50]([C:60]([F:63])([F:62])[F:61])[CH:49]=2)[CH2:43][CH2:42][CH2:41][CH2:40][CH2:39]1, predict the reaction product. The product is: [N:38]1([CH2:44][CH2:45][CH2:46][O:47][C:48]2[CH:53]=[CH:52][C:51]([N:54]3[CH2:55][CH2:56][N:57]([C:7]([C:6]4[CH:5]=[CH:4][C:3]([C:1]#[N:2])=[CH:11][CH:10]=4)=[O:9])[CH2:58][CH2:59]3)=[C:50]([C:60]([F:63])([F:62])[F:61])[CH:49]=2)[CH2:43][CH2:42][CH2:41][CH2:40][CH2:39]1. (2) Given the reactants [CH:1]([C:3]1[CH:8]=[CH:7][CH:6]=[CH:5][C:4]=1[C:9]1[N:13]([S:14]([C:17]2[CH:18]=[N:19][CH:20]=[CH:21][CH:22]=2)(=[O:16])=[O:15])[CH:12]=[C:11]([CH2:23][N:24]([CH3:32])[C:25](=[O:31])[O:26][C:27]([CH3:30])([CH3:29])[CH3:28])[CH:10]=1)=[O:2].[BH4-].[Na+].CO.O, predict the reaction product. The product is: [C:27]([O:26][C:25](=[O:31])[N:24]([CH2:23][C:11]1[CH:10]=[C:9]([C:4]2[CH:5]=[CH:6][CH:7]=[CH:8][C:3]=2[CH2:1][OH:2])[N:13]([S:14]([C:17]2[CH:18]=[N:19][CH:20]=[CH:21][CH:22]=2)(=[O:16])=[O:15])[CH:12]=1)[CH3:32])([CH3:30])([CH3:28])[CH3:29]. (3) Given the reactants C([O-])([O-])=O.[K+].[K+].[F:7][C:8]1[CH:13]=[CH:12][C:11]([C:14]2[NH:18][C:17](=[S:19])[N:16]([CH3:20])[C:15]=2[C:21]2[CH:26]=[CH:25][N:24]=[C:23]([NH:27][C:28](=[O:30])[CH3:29])[CH:22]=2)=[CH:10][CH:9]=1.Br[CH2:32][CH2:33][C:34]([O:36][CH2:37][CH3:38])=[O:35], predict the reaction product. The product is: [C:28]([NH:27][C:23]1[CH:22]=[C:21]([C:15]2[N:16]([CH3:20])[C:17]([S:19][CH2:32][CH2:33][C:34]([O:36][CH2:37][CH3:38])=[O:35])=[N:18][C:14]=2[C:11]2[CH:12]=[CH:13][C:8]([F:7])=[CH:9][CH:10]=2)[CH:26]=[CH:25][N:24]=1)(=[O:30])[CH3:29]. (4) Given the reactants Br[C:2]1[CH:7]=[CH:6][C:5]([CH2:8][CH3:9])=[CH:4][CH:3]=1.CCCCCC.[CH2:16]([O:23][C:24]1[C:31]([Br:32])=[CH:30][C:27]([CH:28]=[O:29])=[C:26]([CH3:33])[CH:25]=1)[C:17]1[CH:22]=[CH:21][CH:20]=[CH:19][CH:18]=1, predict the reaction product. The product is: [CH2:16]([O:23][C:24]1[C:31]([Br:32])=[CH:30][C:27]([CH:28]([C:2]2[CH:7]=[CH:6][C:5]([CH2:8][CH3:9])=[CH:4][CH:3]=2)[OH:29])=[C:26]([CH3:33])[CH:25]=1)[C:17]1[CH:18]=[CH:19][CH:20]=[CH:21][CH:22]=1. (5) Given the reactants [F:1][C:2]1[CH:7]=[CH:6][C:5]([N:8]2[C:12]([C:13]([O:15][CH2:16][CH3:17])=[O:14])=[CH:11][N:10]=[CH:9]2)=[CH:4][CH:3]=1.[I:18]N1C(=O)CCC1=O.S([O-])([O-])(=O)=S.[Na+].[Na+], predict the reaction product. The product is: [F:1][C:2]1[CH:3]=[CH:4][C:5]([N:8]2[C:12]([C:13]([O:15][CH2:16][CH3:17])=[O:14])=[CH:11][N:10]=[C:9]2[I:18])=[CH:6][CH:7]=1. (6) Given the reactants O=[C:2]([C:19]1[CH:24]=[CH:23][CH:22]=[CH:21][N:20]=1)[CH2:3][C:4]([CH:6]1[CH2:11][CH2:10][N:9]([C:12]([O:14][C:15]([CH3:18])([CH3:17])[CH3:16])=[O:13])[CH2:8][CH2:7]1)=O.O.[NH2:26][NH2:27], predict the reaction product. The product is: [N:20]1[CH:21]=[CH:22][CH:23]=[CH:24][C:19]=1[C:2]1[CH:3]=[C:4]([CH:6]2[CH2:11][CH2:10][N:9]([C:12]([O:14][C:15]([CH3:18])([CH3:17])[CH3:16])=[O:13])[CH2:8][CH2:7]2)[NH:27][N:26]=1. (7) Given the reactants [Cl:1][C:2]1[CH:7]=[CH:6][CH:5]=[C:4]([F:8])[C:3]=1[C:9]1[NH:13][C:12](=[O:14])[N:11]([C:15]2[CH:24]=[CH:23][C:18]([C:19](OC)=[O:20])=[CH:17][CH:16]=2)[N:10]=1.[F:25][C:26]1[CH:32]=[CH:31][C:29]([NH2:30])=[CH:28][C:27]=1[C:33]([F:36])([F:35])[F:34].C[Al](C)C, predict the reaction product. The product is: [Cl:1][C:2]1[CH:7]=[CH:6][CH:5]=[C:4]([F:8])[C:3]=1[C:9]1[NH:13][C:12](=[O:14])[N:11]([C:15]2[CH:24]=[CH:23][C:18]([C:19]([NH:30][C:29]3[CH:31]=[CH:32][C:26]([F:25])=[C:27]([C:33]([F:36])([F:34])[F:35])[CH:28]=3)=[O:20])=[CH:17][CH:16]=2)[N:10]=1. (8) Given the reactants [N+:1]([C:4]1[CH:5]=[C:6]([CH:9]=[CH:10][CH:11]=1)[CH2:7]Br)([O-:3])=[O:2].[Br:12][C:13]1[CH:14]=[C:15]([CH:18]=[C:19]([O:22][CH2:23][CH3:24])[C:20]=1[OH:21])[CH:16]=[O:17].C([O-])([O-])=O.[K+].[K+], predict the reaction product. The product is: [Br:12][C:13]1[CH:14]=[C:15]([CH:18]=[C:19]([O:22][CH2:23][CH3:24])[C:20]=1[O:21][CH2:7][C:6]1[CH:9]=[CH:10][CH:11]=[C:4]([N+:1]([O-:3])=[O:2])[CH:5]=1)[CH:16]=[O:17]. (9) The product is: [CH:2]12[NH:13][CH:10]([CH2:11][CH2:12]1)[CH2:9][C:8]1[CH:7]=[CH:6][C:5]([NH:14][C:29]3[N:28]=[C:27]([NH:26][C:17]4[C:16]([Cl:15])=[CH:25][CH:24]=[CH:23][C:18]=4[C:19]([NH:21][CH3:22])=[O:20])[C:32]([Cl:33])=[CH:31][N:30]=3)=[CH:4][C:3]2=1. Given the reactants Cl.[CH:2]12[NH:13][CH:10]([CH2:11][CH2:12]1)[CH2:9][C:8]1[CH:7]=[CH:6][C:5]([NH2:14])=[CH:4][C:3]2=1.[Cl:15][C:16]1[C:17]([NH:26][C:27]2[C:32]([Cl:33])=[CH:31][N:30]=[C:29](Cl)[N:28]=2)=[C:18]([CH:23]=[CH:24][CH:25]=1)[C:19]([NH:21][CH3:22])=[O:20], predict the reaction product.